This data is from Catalyst prediction with 721,799 reactions and 888 catalyst types from USPTO. The task is: Predict which catalyst facilitates the given reaction. Reactant: Br[C@H:2]1[CH2:7][CH2:6][C@@H:5]([C:8]([NH2:10])=[O:9])[CH2:4][C@H:3]1[OH:11].[N-:12]=[N+:13]=[N-:14].[Na+]. Product: [N:12]([C@@H:2]1[CH2:7][CH2:6][C@@H:5]([C:8]([NH2:10])=[O:9])[CH2:4][C@H:3]1[OH:11])=[N+:13]=[N-:14]. The catalyst class is: 3.